Task: Predict the reactants needed to synthesize the given product.. Dataset: Full USPTO retrosynthesis dataset with 1.9M reactions from patents (1976-2016) (1) Given the product [NH:15]1[C:16]2[C:12](=[CH:11][C:10]([NH:9][CH:5]3[CH2:6][CH2:7][CH2:8][N:3]([CH2:19][C:21]4[CH:22]=[C:23]([CH:31]=[CH:32][CH:33]=4)[O:24][CH2:25][C:26]([O:28][CH2:29][CH3:30])=[O:27])[CH2:4]3)=[CH:18][CH:17]=2)[CH:13]=[N:14]1, predict the reactants needed to synthesize it. The reactants are: Cl.Cl.[NH:3]1[CH2:8][CH2:7][CH2:6][CH:5]([NH:9][C:10]2[CH:11]=[C:12]3[C:16](=[CH:17][CH:18]=2)[NH:15][N:14]=[CH:13]3)[CH2:4]1.[CH:19]([C:21]1[CH:22]=[C:23]([CH:31]=[CH:32][CH:33]=1)[O:24][CH2:25][C:26]([O:28][CH2:29][CH3:30])=[O:27])=O.CO.ClC(Cl)C.C([BH3-])#N.[Na+]. (2) Given the product [ClH:19].[ClH:19].[CH3:1][NH:2][C:7]1[CH:8]=[C:9]([C:11]2[CH:15]=[N:14][NH:13][CH:12]=2)[S:10][C:6]=1[C:5]([NH2:4])=[O:16], predict the reactants needed to synthesize it. The reactants are: [CH3:1][N:2]1[C:7]2[CH:8]=[C:9]([C:11]3[CH:12]=[N:13][NH:14][CH:15]=3)[S:10][C:6]=2[C:5](=[O:16])[NH:4]C1(C)C.[ClH:19]. (3) Given the product [F:1][C:2]([F:35])([F:34])[C:3]1[CH:4]=[C:5]([C:13]([N:15]2[CH2:20][CH2:19][C@H:18]([C:21]3[CH:26]=[CH:25][CH:24]=[CH:23][CH:22]=3)[C@H:17]([C:27]3[CH:32]=[CH:31][CH:30]=[C:29]([NH:41][CH2:40][CH2:39][CH2:38][O:37][CH3:36])[CH:28]=3)[CH2:16]2)=[O:14])[CH:6]=[C:7]([C:9]([F:12])([F:11])[F:10])[CH:8]=1, predict the reactants needed to synthesize it. The reactants are: [F:1][C:2]([F:35])([F:34])[C:3]1[CH:4]=[C:5]([C:13]([N:15]2[CH2:20][CH2:19][C@H:18]([C:21]3[CH:26]=[CH:25][CH:24]=[CH:23][CH:22]=3)[C@H:17]([C:27]3[CH:32]=[CH:31][CH:30]=[C:29](Cl)[CH:28]=3)[CH2:16]2)=[O:14])[CH:6]=[C:7]([C:9]([F:12])([F:11])[F:10])[CH:8]=1.[CH3:36][O:37][CH2:38][CH2:39][CH2:40][NH2:41].C1(C2C=CC=CC=2)C=CC=CC=1P(C1CCCCC1)C1CCCCC1.